Dataset: Reaction yield outcomes from USPTO patents with 853,638 reactions. Task: Predict the reaction yield, written as a fraction of the theoretical maximum amount of product (1.0 means a 100% yield; for example, 0.34 means a 34% yield). (1) The reactants are [CH2:1]([N:3]1[CH2:8][CH2:7][NH:6][CH2:5][CH2:4]1)[CH3:2].C(N(CC)CC)C.[C:16]([O:19][C@H:20]1[CH2:37][CH2:36][C@@:35]2([CH3:38])[C@@H:22]([CH2:23][CH2:24][C@:25]3([CH3:49])[C@@H:34]2[CH2:33][CH2:32][C@H:31]2[C@@:26]3([CH3:48])[CH2:27][CH2:28][C@@:29]3([C:45](Cl)=[O:46])[CH2:41][CH2:40][C@@H:39]([C:42]([CH3:44])=[CH2:43])[C@@H:30]32)[C:21]1([CH3:51])[CH3:50])(=[O:18])[CH3:17]. The catalyst is C(Cl)Cl. The product is [C:16]([O:19][C@H:20]1[CH2:37][CH2:36][C@@:35]2([CH3:38])[C@@H:22]([CH2:23][CH2:24][C@:25]3([CH3:49])[C@@H:34]2[CH2:33][CH2:32][C@H:31]2[C@@:26]3([CH3:48])[CH2:27][CH2:28][C@@:29]3([C:45]([N:6]4[CH2:7][CH2:8][N:3]([CH2:1][CH3:2])[CH2:4][CH2:5]4)=[O:46])[CH2:41][CH2:40][C@@H:39]([C:42]([CH3:44])=[CH2:43])[C@@H:30]32)[C:21]1([CH3:51])[CH3:50])(=[O:18])[CH3:17]. The yield is 0.900. (2) The product is [F:26][C:27]1[CH:28]=[C:29]([C@H:34]([OH:40])[CH2:35][CH2:36][N+:37]([O-:39])=[O:38])[CH:30]=[CH:31][C:32]=1[F:33]. The reactants are B1(C)OC(C2C=CC=CC=2)(C2C=CC=CC=2)[C@@H]2N1CCC2.CSC.B.[F:26][C:27]1[CH:28]=[C:29]([C:34](=[O:40])[CH2:35][CH2:36][N+:37]([O-:39])=[O:38])[CH:30]=[CH:31][C:32]=1[F:33].CO. The catalyst is O1CCCC1. The yield is 0.990. (3) The reactants are [CH3:1][C:2]1[CH:6]=[CH:5][N:4]([C:7]2[CH:8]=[N:9][CH:10]=[CH:11][CH:12]=2)[N:3]=1.[I:13](O)(=O)=O.II.[S].S([O-])([O-])(=O)=S.[Na+].[Na+]. The catalyst is C(O)(=O)C. The product is [I:13][C:6]1[C:2]([CH3:1])=[N:3][N:4]([C:7]2[CH:8]=[N:9][CH:10]=[CH:11][CH:12]=2)[CH:5]=1. The yield is 0.850. (4) The reactants are [CH3:1][N:2]1[C:10]2[C:5](=[CH:6][CH:7]=[CH:8][CH:9]=2)[C:4]([C:11]2[N:16]=[C:15]3[C:17]([C:20](O)=[O:21])=[CH:18][NH:19][C:14]3=[N:13][CH:12]=2)=[N:3]1.[C:23]([NH2:27])([CH3:26])([CH3:25])[CH3:24].CN(C(ON1N=NC2C=CC=NC1=2)=[N+](C)C)C.F[P-](F)(F)(F)(F)F. The catalyst is C1COCC1. The product is [C:23]([NH:27][C:20]([C:17]1[C:15]2[C:14](=[N:13][CH:12]=[C:11]([C:4]3[C:5]4[C:10](=[CH:9][CH:8]=[CH:7][CH:6]=4)[N:2]([CH3:1])[N:3]=3)[N:16]=2)[NH:19][CH:18]=1)=[O:21])([CH3:26])([CH3:25])[CH3:24]. The yield is 0.337.